Regression. Given a peptide amino acid sequence and an MHC pseudo amino acid sequence, predict their binding affinity value. This is MHC class I binding data. From a dataset of Peptide-MHC class I binding affinity with 185,985 pairs from IEDB/IMGT. (1) The peptide sequence is LNLSKFMMV. The MHC is HLA-B08:01 with pseudo-sequence HLA-B08:01. The binding affinity (normalized) is 0.572. (2) The peptide sequence is STFWPCLLR. The MHC is HLA-A33:01 with pseudo-sequence HLA-A33:01. The binding affinity (normalized) is 0.886. (3) The peptide sequence is RSVLLFHIM. The MHC is H-2-Db with pseudo-sequence H-2-Db. The binding affinity (normalized) is 0.357. (4) The peptide sequence is ETINEEAAEW. The MHC is HLA-A29:02 with pseudo-sequence HLA-A29:02. The binding affinity (normalized) is 0.